This data is from Catalyst prediction with 721,799 reactions and 888 catalyst types from USPTO. The task is: Predict which catalyst facilitates the given reaction. (1) Reactant: [C:1]([O:5][C:6]([NH:8][C@H:9]([CH2:29][C:30]1[CH:35]=[C:34]([F:36])[C:33]([F:37])=[CH:32][C:31]=1[F:38])[CH2:10][C:11]([N:13]1[CH2:18][CH2:17][N:16]2[C:19]([C:25]([F:28])([F:27])[F:26])=[N:20][C:21]([C:22](O)=[O:23])=[C:15]2[CH2:14]1)=[O:12])=[O:7])([CH3:4])([CH3:3])[CH3:2].[S:39]1[CH2:43][CH2:42][NH:41][CH2:40]1.C(N(CC)CC)C.O=C1N(P(Cl)(N2CCOC2=O)=O)CCO1. Product: [C:1]([O:5][C:6](=[O:7])[NH:8][C@H:9]([CH2:29][C:30]1[CH:35]=[C:34]([F:36])[C:33]([F:37])=[CH:32][C:31]=1[F:38])[CH2:10][C:11](=[O:12])[N:13]1[CH2:18][CH2:17][N:16]2[C:19]([C:25]([F:27])([F:28])[F:26])=[N:20][C:21]([C:22]([N:41]3[CH2:42][CH2:43][S:39][CH2:40]3)=[O:23])=[C:15]2[CH2:14]1)([CH3:4])([CH3:3])[CH3:2]. The catalyst class is: 4. (2) Reactant: [OH-].[K+].[CH3:3][O:4][C:5]1[CH:6]=[C:7]2C(=[CH:12][C:13]=1[O:14][CH3:15])NC=[CH:8]2.[I:16]I.IC.S([O-])([O-])(=O)=S.[Na+].[Na+].[CH3:27][N:28]([CH3:31])[CH:29]=O. Product: [I:16][C:8]1[C:7]2[C:27](=[CH:12][C:13]([O:14][CH3:15])=[C:5]([O:4][CH3:3])[CH:6]=2)[N:28]([CH3:31])[CH:29]=1. The catalyst class is: 6. (3) Reactant: [Br:1][C:2]1[CH:20]=[C:19]([N+:21]([O-:23])=[O:22])[CH:18]=[C:17]([Br:24])[C:3]=1[O:4][C:5]1[CH:6]=[C:7]2[C:12](=[CH:13][CH:14]=1)[N:11]=[C:10]([CH2:15][NH2:16])[CH:9]=[CH:8]2.[CH3:25][S:26](Cl)(=[O:28])=[O:27].N1C=CC=CC=1. Product: [Br:1][C:2]1[CH:20]=[C:19]([N+:21]([O-:23])=[O:22])[CH:18]=[C:17]([Br:24])[C:3]=1[O:4][C:5]1[CH:6]=[C:7]2[C:12](=[CH:13][CH:14]=1)[N:11]=[C:10]([CH2:15][NH:16][S:26]([CH3:25])(=[O:28])=[O:27])[CH:9]=[CH:8]2. The catalyst class is: 4. (4) Reactant: Cl[CH2:2][CH2:3][CH2:4][CH2:5][CH:6]([C:19]1[NH:23][N:22]=[C:21]([NH:24][C:25]2[CH:30]=[C:29]([O:31][CH3:32])[C:28]([N:33]3[CH:37]=[N:36][C:35]([CH3:38])=[N:34]3)=[CH:27][C:26]=2[F:39])[N:20]=1)[C:7]1[CH:12]=[CH:11][C:10]([O:13][CH2:14][C:15]([F:18])([F:17])[F:16])=[CH:9][CH:8]=1.[I-].[Na+]. Product: [F:39][C:26]1[CH:27]=[C:28]([N:33]2[CH:37]=[N:36][C:35]([CH3:38])=[N:34]2)[C:29]([O:31][CH3:32])=[CH:30][C:25]=1[NH:24][C:21]1[N:20]=[C:19]2[CH:6]([C:7]3[CH:12]=[CH:11][C:10]([O:13][CH2:14][C:15]([F:18])([F:17])[F:16])=[CH:9][CH:8]=3)[CH2:5][CH2:4][CH2:3][CH2:2][N:23]2[N:22]=1. The catalyst class is: 21. (5) Reactant: C(O[C:5](=[O:7])[CH3:6])(=O)C.[NH2:8][CH:9]1[CH2:14][CH2:13][N:12]([CH2:15][C:16]2[CH:21]=[CH:20][CH:19]=[CH:18][CH:17]=2)[CH2:11][C:10]1([CH3:23])[CH3:22]. Product: [C:5]([NH:8][CH:9]1[CH2:14][CH2:13][N:12]([CH2:15][C:16]2[CH:21]=[CH:20][CH:19]=[CH:18][CH:17]=2)[CH2:11][C:10]1([CH3:23])[CH3:22])(=[O:7])[CH3:6]. The catalyst class is: 17.